This data is from NCI-60 drug combinations with 297,098 pairs across 59 cell lines. The task is: Regression. Given two drug SMILES strings and cell line genomic features, predict the synergy score measuring deviation from expected non-interaction effect. (1) Drug 1: C1=CC(=CC=C1CC(C(=O)O)N)N(CCCl)CCCl.Cl. Drug 2: C1CN(CCN1C(=O)CCBr)C(=O)CCBr. Cell line: OVCAR-4. Synergy scores: CSS=3.62, Synergy_ZIP=2.75, Synergy_Bliss=6.26, Synergy_Loewe=1.54, Synergy_HSA=1.63. (2) Drug 1: CS(=O)(=O)CCNCC1=CC=C(O1)C2=CC3=C(C=C2)N=CN=C3NC4=CC(=C(C=C4)OCC5=CC(=CC=C5)F)Cl. Drug 2: C1CC(CCC1OC2=C(C(=CC=C2)Cl)F)(CC3=NC(=CC=C3)NC4=NC=CS4)C(=O)O. Cell line: T-47D. Synergy scores: CSS=20.7, Synergy_ZIP=-7.48, Synergy_Bliss=-6.20, Synergy_Loewe=1.49, Synergy_HSA=2.66. (3) Drug 1: CC1=C(C(CCC1)(C)C)C=CC(=CC=CC(=CC(=O)O)C)C. Drug 2: C1C(C(OC1N2C=NC(=NC2=O)N)CO)O. Cell line: LOX IMVI. Synergy scores: CSS=8.33, Synergy_ZIP=-0.634, Synergy_Bliss=4.03, Synergy_Loewe=-6.19, Synergy_HSA=-1.65. (4) Drug 1: CN(C(=O)NC(C=O)C(C(C(CO)O)O)O)N=O. Drug 2: C1C(C(OC1N2C=NC3=C2NC=NCC3O)CO)O. Cell line: NCI-H460. Synergy scores: CSS=84.6, Synergy_ZIP=0.790, Synergy_Bliss=-1.21, Synergy_Loewe=-1.62, Synergy_HSA=-1.00. (5) Drug 1: COC1=C(C=C2C(=C1)N=CN=C2NC3=CC(=C(C=C3)F)Cl)OCCCN4CCOCC4. Drug 2: CC1CCCC2(C(O2)CC(NC(=O)CC(C(C(=O)C(C1O)C)(C)C)O)C(=CC3=CSC(=N3)C)C)C. Synergy scores: CSS=44.1, Synergy_ZIP=3.12, Synergy_Bliss=5.69, Synergy_Loewe=3.14, Synergy_HSA=4.06. Cell line: MALME-3M. (6) Drug 1: C1CC(=O)NC(=O)C1N2CC3=C(C2=O)C=CC=C3N. Cell line: A498. Synergy scores: CSS=24.0, Synergy_ZIP=-7.26, Synergy_Bliss=-2.35, Synergy_Loewe=-16.2, Synergy_HSA=0.332. Drug 2: C1=NC2=C(N1)C(=S)N=C(N2)N. (7) Drug 1: C1=CC(=CC=C1CCCC(=O)O)N(CCCl)CCCl. Drug 2: CCC1(CC2CC(C3=C(CCN(C2)C1)C4=CC=CC=C4N3)(C5=C(C=C6C(=C5)C78CCN9C7C(C=CC9)(C(C(C8N6C)(C(=O)OC)O)OC(=O)C)CC)OC)C(=O)OC)O.OS(=O)(=O)O. Cell line: HL-60(TB). Synergy scores: CSS=72.6, Synergy_ZIP=-2.24, Synergy_Bliss=-7.39, Synergy_Loewe=-9.20, Synergy_HSA=-7.53. (8) Drug 1: CC12CCC3C(C1CCC2=O)CC(=C)C4=CC(=O)C=CC34C. Drug 2: CC1=C(C=C(C=C1)NC(=O)C2=CC=C(C=C2)CN3CCN(CC3)C)NC4=NC=CC(=N4)C5=CN=CC=C5. Cell line: U251. Synergy scores: CSS=55.9, Synergy_ZIP=-0.569, Synergy_Bliss=0.955, Synergy_Loewe=1.53, Synergy_HSA=2.10. (9) Drug 1: CCC1(CC2CC(C3=C(CCN(C2)C1)C4=CC=CC=C4N3)(C5=C(C=C6C(=C5)C78CCN9C7C(C=CC9)(C(C(C8N6C=O)(C(=O)OC)O)OC(=O)C)CC)OC)C(=O)OC)O.OS(=O)(=O)O. Drug 2: B(C(CC(C)C)NC(=O)C(CC1=CC=CC=C1)NC(=O)C2=NC=CN=C2)(O)O. Cell line: UACC62. Synergy scores: CSS=21.1, Synergy_ZIP=-7.30, Synergy_Bliss=-15.4, Synergy_Loewe=-33.8, Synergy_HSA=-14.9.